This data is from Peptide-MHC class I binding affinity with 185,985 pairs from IEDB/IMGT. The task is: Regression. Given a peptide amino acid sequence and an MHC pseudo amino acid sequence, predict their binding affinity value. This is MHC class I binding data. (1) The peptide sequence is LRKERLAKL. The MHC is HLA-B51:01 with pseudo-sequence HLA-B51:01. The binding affinity (normalized) is 0.0847. (2) The peptide sequence is YLQQNWWTL. The MHC is HLA-B45:01 with pseudo-sequence HLA-B45:01. The binding affinity (normalized) is 0.181. (3) The peptide sequence is RQYTAFTL. The MHC is Mamu-B08 with pseudo-sequence Mamu-B08. The binding affinity (normalized) is 0.597.